Dataset: Forward reaction prediction with 1.9M reactions from USPTO patents (1976-2016). Task: Predict the product of the given reaction. Given the reactants [CH2:1]([O:8][C@@H:9]1[C@@H:14]([O:15][CH2:16][C:17]2[CH:22]=[CH:21][CH:20]=[CH:19][CH:18]=2)[C@H:13]([O:23][CH2:24][C:25]2[CH:30]=[CH:29][CH:28]=[CH:27][CH:26]=2)[C@@H:12]([CH2:31][O:32][CH2:33][C:34]2[CH:39]=[CH:38][CH:37]=[CH:36][CH:35]=2)[O:11][C@H:10]1[C:40]1[C:48]2[C:43](=[C:44]([Cl:49])[CH:45]=[CH:46][CH:47]=2)[N:42]([CH2:50][C:51]2[CH:56]=[CH:55][C:54]([CH2:57][CH2:58][OH:59])=[CH:53][CH:52]=2)[CH:41]=1)[C:2]1[CH:7]=[CH:6][CH:5]=[CH:4][CH:3]=1.[H-].[Na+].[CH3:62]I.O, predict the reaction product. The product is: [CH2:1]([O:8][C@@H:9]1[C@@H:14]([O:15][CH2:16][C:17]2[CH:22]=[CH:21][CH:20]=[CH:19][CH:18]=2)[C@H:13]([O:23][CH2:24][C:25]2[CH:30]=[CH:29][CH:28]=[CH:27][CH:26]=2)[C@@H:12]([CH2:31][O:32][CH2:33][C:34]2[CH:39]=[CH:38][CH:37]=[CH:36][CH:35]=2)[O:11][C@H:10]1[C:40]1[C:48]2[C:43](=[C:44]([Cl:49])[CH:45]=[CH:46][CH:47]=2)[N:42]([CH2:50][C:51]2[CH:56]=[CH:55][C:54]([CH2:57][CH2:58][O:59][CH3:62])=[CH:53][CH:52]=2)[CH:41]=1)[C:2]1[CH:3]=[CH:4][CH:5]=[CH:6][CH:7]=1.